This data is from hERG potassium channel inhibition data for cardiac toxicity prediction from Karim et al.. The task is: Regression/Classification. Given a drug SMILES string, predict its toxicity properties. Task type varies by dataset: regression for continuous values (e.g., LD50, hERG inhibition percentage) or binary classification for toxic/non-toxic outcomes (e.g., AMES mutagenicity, cardiotoxicity, hepatotoxicity). Dataset: herg_karim. (1) The drug is COCCN1CCC[C@H](Cn2c(-c3cccnc3C)nc3cn(-c4cccc(OC)c4)nc3c2=O)C1. The result is 0 (non-blocker). (2) The drug is Cc1cc(C(=O)N[C@@H]2CC(C)(C)Oc3nc(-c4ccc(Cl)cc4Cl)c(-c4ccc(Cl)cc4)cc32)n[nH]1. The result is 1 (blocker). (3) The result is 1 (blocker). The drug is Cc1[nH]c2ccccc2c1CC1CCCCN1Cc1ccc(/C=C/C(=O)NO)cc1. (4) The molecule is CC1COc2c(N3CC[N+](C)CC3)c(F)cc3c(=O)c(C(=O)[O-])cn1c23. The result is 0 (non-blocker). (5) The compound is COc1cccc(N2CCN(CCN(C)CC34CCC(CC3)C4(C)C)C2=O)c1. The result is 1 (blocker).